Binary Classification. Given a drug SMILES string, predict its activity (active/inactive) in a high-throughput screening assay against a specified biological target. From a dataset of HIV replication inhibition screening data with 41,000+ compounds from the AIDS Antiviral Screen. (1) The molecule is Cc1ccc(-c2nn3c(-c4ccccc4)nnc3o2)cc1. The result is 0 (inactive). (2) The compound is O=Cc1cc2sc(C=O)cc2s1. The result is 0 (inactive). (3) The molecule is COc1cc(OC)c2nc3occc3c(OC)c2c1. The result is 0 (inactive). (4) The molecule is c1ccc(C(NC2=NCCO2)c2ccccc2)cc1. The result is 0 (inactive). (5) The drug is Cc1ccc(C(=O)C=C2Nc3ccccc3SC2=NCS(=O)(=O)c2ccc(C)cc2)cc1. The result is 0 (inactive). (6) The compound is CC(=O)NCC1OC2COC(c3ccccc3)OC2C(NC(=O)c2ccccc2)C1OC(=O)c1ccccc1. The result is 0 (inactive). (7) The drug is O=C(C=C(SC=C(c1ccccc1)N1CCn2c(C(=O)c3ccccc3)c(C(=O)c3ccccc3)c(C(=O)c3ccccc3)c21)C(=O)c1ccccc1)c1ccccc1. The result is 0 (inactive).